Task: Predict the product of the given reaction.. Dataset: Forward reaction prediction with 1.9M reactions from USPTO patents (1976-2016) The product is: [CH3:13][N:11]1[N:10]=[N:9][C:8]([C:5]2[CH:4]=[CH:3][C:2]([B:14]3[O:18][C:17]([CH3:20])([CH3:19])[C:16]([CH3:22])([CH3:21])[O:15]3)=[CH:7][N:6]=2)=[N:12]1. Given the reactants Br[C:2]1[CH:3]=[CH:4][C:5]([C:8]2[N:9]=[N:10][N:11]([CH3:13])[N:12]=2)=[N:6][CH:7]=1.[B:14]1([B:14]2[O:18][C:17]([CH3:20])([CH3:19])[C:16]([CH3:22])([CH3:21])[O:15]2)[O:18][C:17]([CH3:20])([CH3:19])[C:16]([CH3:22])([CH3:21])[O:15]1.CC([O-])=O.[K+], predict the reaction product.